From a dataset of Peptide-MHC class I binding affinity with 185,985 pairs from IEDB/IMGT. Regression. Given a peptide amino acid sequence and an MHC pseudo amino acid sequence, predict their binding affinity value. This is MHC class I binding data. (1) The peptide sequence is EIPTRTLDTA. The MHC is HLA-A02:01 with pseudo-sequence HLA-A02:01. The binding affinity (normalized) is 0. (2) The peptide sequence is EMRQKHSQAV. The MHC is HLA-A02:02 with pseudo-sequence HLA-A02:02. The binding affinity (normalized) is 0.161. (3) The peptide sequence is RKRLMSMVK. The MHC is HLA-A26:03 with pseudo-sequence HLA-A26:03. The binding affinity (normalized) is 0.0847. (4) The peptide sequence is SRKKGFLGL. The MHC is HLA-B08:01 with pseudo-sequence HLA-B08:01. The binding affinity (normalized) is 0.226. (5) The peptide sequence is CDKCHQKGEA. The MHC is Mamu-B01 with pseudo-sequence Mamu-B01. The binding affinity (normalized) is 0. (6) The peptide sequence is ESEVDDPAM. The MHC is HLA-A02:12 with pseudo-sequence HLA-A02:12. The binding affinity (normalized) is 0.0847. (7) The peptide sequence is EMIQLQEEL. The MHC is HLA-A02:02 with pseudo-sequence HLA-A02:02. The binding affinity (normalized) is 0.555.